Dataset: Catalyst prediction with 721,799 reactions and 888 catalyst types from USPTO. Task: Predict which catalyst facilitates the given reaction. (1) Reactant: Br[CH2:2][CH2:3][C:4]1[CH:5]=[C:6]2[C:10](=[CH:11][C:12]=1[Cl:13])[NH:9][C:8](=[O:14])[CH2:7]2.[S:15]1[C:19]2[CH:20]=[CH:21][CH:22]=[CH:23][C:18]=2[C:17]([N:24]2[CH2:29][CH2:28][NH:27][CH2:26][CH2:25]2)=[N:16]1. Product: [CH:22]1[CH:21]=[CH:20][C:19]2[S:15][N:16]=[C:17]([N:24]3[CH2:25][CH2:26][N:27]([CH2:2][CH2:3][C:4]4[CH:5]=[C:6]5[CH2:7][C:8](=[O:14])[NH:9][C:10]5=[CH:11][C:12]=4[Cl:13])[CH2:28][CH2:29]3)[C:18]=2[CH:23]=1. The catalyst class is: 6. (2) Reactant: C(O[C:6]([N:8]1[CH2:13][CH:12]=[C:11]([C:14]2[CH:19]=[C:18]([Cl:20])[CH:17]=[CH:16][C:15]=2[O:21][CH3:22])[CH2:10][CH2:9]1)=O)(C)(C)C.BrC[C:25]1[N:29]([CH3:30])[N:28]([CH:31]2[CH2:35][CH2:34][CH2:33][CH2:32]2)[C:27](=[O:36])[C:26]=1[Cl:37].C(=O)([O-])[O-].[K+].[K+]. Product: [Cl:37][C:26]1[C:27](=[O:36])[N:28]([CH:31]2[CH2:35][CH2:34][CH2:33][CH2:32]2)[N:29]([CH3:30])[C:25]=1[CH2:6][N:8]1[CH2:13][CH:12]=[C:11]([C:14]2[CH:19]=[C:18]([Cl:20])[CH:17]=[CH:16][C:15]=2[O:21][CH3:22])[CH2:10][CH2:9]1. The catalyst class is: 10. (3) Reactant: [F:1][C:2]1[CH:7]=[CH:6][C:5]([O:8][CH3:9])=[CH:4][C:3]=1[C:10]1[CH:15]=[CH:14][C:13]([C:16]([O:18][CH3:19])=[O:17])=[CH:12][C:11]=1[C:20]1[C:24](=[O:25])[CH2:23][CH2:22][C:21]=1[CH3:26]. Product: [F:1][C:2]1[CH:7]=[CH:6][C:5]([O:8][CH3:9])=[CH:4][C:3]=1[C:10]1[CH:15]=[CH:14][C:13]([C:16]([O:18][CH3:19])=[O:17])=[CH:12][C:11]=1[CH:20]1[C:24](=[O:25])[CH2:23][CH2:22][CH:21]1[CH3:26]. The catalyst class is: 350. (4) Product: [C:1]([C:7]1[C:16]2[C:11](=[CH:12][CH:13]=[CH:14][CH:15]=2)[CH:10]=[CH:9][C:8]=1[C:17]([OH:19])=[O:18])([CH3:4])([CH3:3])[CH3:2].[F:6][C:7]1[C:16]2[C:11](=[CH:12][CH:13]=[CH:14][CH:15]=2)[CH:10]=[CH:9][C:8]=1[C:17]([OH:19])=[O:18].[CH3:20][O:21][C:22]1[C:31]2[C:26](=[CH:27][CH:28]=[CH:29][CH:30]=2)[CH:25]=[CH:24][C:23]=1[C:32]([OH:34])=[O:33]. The catalyst class is: 20. Reactant: [C:1]([Li])([CH3:4])([CH3:3])[CH3:2].[F:6][C:7]1[C:16]2[C:11](=[CH:12][CH:13]=[CH:14][CH:15]=2)[CH:10]=[CH:9][C:8]=1[C:17]([OH:19])=[O:18].[CH3:20][O:21][C:22]1[C:31]2[C:26](=[CH:27][CH:28]=[CH:29][CH:30]=2)[CH:25]=[CH:24][C:23]=1[C:32]([OH:34])=[O:33].Cl. (5) Reactant: [N:1]1[C:10]2[C:5](=[CH:6][CH:7]=[CH:8][CH:9]=2)[CH:4]=[CH:3][C:2]=1[CH2:11][O:12][C:13]1[CH:18]=[CH:17][C:16]([CH2:19][C:20](OCC)=[O:21])=[CH:15][CH:14]=1.[OH:25]C(C)(C)C(OC)=O.[CH3:33][C:34]([O-:37])([CH3:36])[CH3:35].[K+].Cl. Product: [OH:25][C:33]1[C:34]([CH3:36])([CH3:35])[O:37][C:20](=[O:21])[C:19]=1[C:16]1[CH:15]=[CH:14][C:13]([O:12][CH2:11][C:2]2[CH:3]=[CH:4][C:5]3[C:10](=[CH:9][CH:8]=[CH:7][CH:6]=3)[N:1]=2)=[CH:18][CH:17]=1. The catalyst class is: 20. (6) Reactant: [Cl:1][C:2]1[N:7]=[C:6](Cl)[CH:5]=[CH:4][N:3]=1.[NH:9]1[C:17]2[CH:16]=[CH:15][CH:14]=[C:13](B(O)O)[C:12]=2[CH:11]=[CH:10]1.C(=O)([O-])O.[Na+]. Product: [Cl:1][C:2]1[N:7]=[C:6]([C:13]2[CH:14]=[CH:15][CH:16]=[C:17]3[C:12]=2[CH:11]=[CH:10][NH:9]3)[CH:5]=[CH:4][N:3]=1. The catalyst class is: 762. (7) The catalyst class is: 5. Product: [N:6]1[CH:7]=[CH:8][CH:9]=[C:4]([CH:1]([NH2:16])[CH3:2])[CH:5]=1. Reactant: [C:1]([C:4]1[CH:5]=[N:6][CH:7]=[CH:8][CH:9]=1)(=O)[CH3:2].C([O-])(=O)C.[NH4+].C([BH3-])#[N:16].[Na+].Cl. (8) Reactant: [Si:1]([O:8][CH2:9][C:10]1([CH3:38])[S:16][CH2:15][CH2:14][N:13]2[C:17]([C:20]3([C:23]4[CH:28]=[CH:27][C:26](B5OC(C)(C)C(C)(C)O5)=[CH:25][CH:24]=4)[CH2:22][CH2:21]3)=[N:18][N:19]=[C:12]2[CH2:11]1)([C:4]([CH3:7])([CH3:6])[CH3:5])([CH3:3])[CH3:2].Br[C:40]1[C:45]([CH3:46])=[CH:44][CH:43]=[CH:42][N:41]=1.C(=O)([O-])[O-].[K+].[K+]. Product: [Si:1]([O:8][CH2:9][C:10]1([CH3:38])[S:16][CH2:15][CH2:14][N:13]2[C:17]([C:20]3([C:23]4[CH:24]=[CH:25][C:26]([C:40]5[C:45]([CH3:46])=[CH:44][CH:43]=[CH:42][N:41]=5)=[CH:27][CH:28]=4)[CH2:22][CH2:21]3)=[N:18][N:19]=[C:12]2[CH2:11]1)([C:4]([CH3:7])([CH3:5])[CH3:6])([CH3:3])[CH3:2]. The catalyst class is: 437.